From a dataset of NCI-60 drug combinations with 297,098 pairs across 59 cell lines. Regression. Given two drug SMILES strings and cell line genomic features, predict the synergy score measuring deviation from expected non-interaction effect. (1) Drug 1: CC1C(C(=O)NC(C(=O)N2CCCC2C(=O)N(CC(=O)N(C(C(=O)O1)C(C)C)C)C)C(C)C)NC(=O)C3=C4C(=C(C=C3)C)OC5=C(C(=O)C(=C(C5=N4)C(=O)NC6C(OC(=O)C(N(C(=O)CN(C(=O)C7CCCN7C(=O)C(NC6=O)C(C)C)C)C)C(C)C)C)N)C. Drug 2: CN1C(=O)N2C=NC(=C2N=N1)C(=O)N. Cell line: SR. Synergy scores: CSS=70.0, Synergy_ZIP=-5.31, Synergy_Bliss=-4.46, Synergy_Loewe=-38.8, Synergy_HSA=-2.22. (2) Drug 1: C1CCN(CC1)CCOC2=CC=C(C=C2)C(=O)C3=C(SC4=C3C=CC(=C4)O)C5=CC=C(C=C5)O. Drug 2: CC(CN1CC(=O)NC(=O)C1)N2CC(=O)NC(=O)C2. Cell line: HL-60(TB). Synergy scores: CSS=49.0, Synergy_ZIP=8.39, Synergy_Bliss=9.68, Synergy_Loewe=3.30, Synergy_HSA=5.35. (3) Drug 1: CC1=C2C(C(=O)C3(C(CC4C(C3C(C(C2(C)C)(CC1OC(=O)C(C(C5=CC=CC=C5)NC(=O)OC(C)(C)C)O)O)OC(=O)C6=CC=CC=C6)(CO4)OC(=O)C)OC)C)OC. Drug 2: C1C(C(OC1N2C=NC3=C(N=C(N=C32)Cl)N)CO)O. Cell line: NCI-H460. Synergy scores: CSS=75.7, Synergy_ZIP=22.4, Synergy_Bliss=21.7, Synergy_Loewe=-11.1, Synergy_HSA=20.3. (4) Cell line: SN12C. Drug 2: C1CCC(C1)C(CC#N)N2C=C(C=N2)C3=C4C=CNC4=NC=N3. Synergy scores: CSS=5.21, Synergy_ZIP=-1.03, Synergy_Bliss=1.79, Synergy_Loewe=-1.14, Synergy_HSA=-0.170. Drug 1: CCCS(=O)(=O)NC1=C(C(=C(C=C1)F)C(=O)C2=CNC3=C2C=C(C=N3)C4=CC=C(C=C4)Cl)F. (5) Drug 1: CS(=O)(=O)C1=CC(=C(C=C1)C(=O)NC2=CC(=C(C=C2)Cl)C3=CC=CC=N3)Cl. Drug 2: CN(CC1=CN=C2C(=N1)C(=NC(=N2)N)N)C3=CC=C(C=C3)C(=O)NC(CCC(=O)O)C(=O)O. Cell line: BT-549. Synergy scores: CSS=6.90, Synergy_ZIP=-1.78, Synergy_Bliss=1.46, Synergy_Loewe=-5.56, Synergy_HSA=-0.561. (6) Synergy scores: CSS=66.8, Synergy_ZIP=-2.57, Synergy_Bliss=-6.23, Synergy_Loewe=-23.0, Synergy_HSA=-1.97. Drug 2: CC1=C(C=C(C=C1)C(=O)NC2=CC(=CC(=C2)C(F)(F)F)N3C=C(N=C3)C)NC4=NC=CC(=N4)C5=CN=CC=C5. Cell line: K-562. Drug 1: C1=CC(=CC=C1CCCC(=O)O)N(CCCl)CCCl. (7) Drug 1: C1CCC(C1)C(CC#N)N2C=C(C=N2)C3=C4C=CNC4=NC=N3. Drug 2: CCCCC(=O)OCC(=O)C1(CC(C2=C(C1)C(=C3C(=C2O)C(=O)C4=C(C3=O)C=CC=C4OC)O)OC5CC(C(C(O5)C)O)NC(=O)C(F)(F)F)O. Cell line: IGROV1. Synergy scores: CSS=7.18, Synergy_ZIP=-1.13, Synergy_Bliss=3.88, Synergy_Loewe=4.33, Synergy_HSA=4.52. (8) Drug 1: C1=NC2=C(N=C(N=C2N1C3C(C(C(O3)CO)O)O)F)N. Drug 2: C1=CC=C(C=C1)NC(=O)CCCCCCC(=O)NO. Cell line: HL-60(TB). Synergy scores: CSS=6.90, Synergy_ZIP=3.91, Synergy_Bliss=-0.358, Synergy_Loewe=-20.3, Synergy_HSA=-8.50. (9) Drug 1: CC1C(C(CC(O1)OC2CC(CC3=C2C(=C4C(=C3O)C(=O)C5=C(C4=O)C(=CC=C5)OC)O)(C(=O)C)O)N)O.Cl. Drug 2: CCC1(CC2CC(C3=C(CCN(C2)C1)C4=CC=CC=C4N3)(C5=C(C=C6C(=C5)C78CCN9C7C(C=CC9)(C(C(C8N6C=O)(C(=O)OC)O)OC(=O)C)CC)OC)C(=O)OC)O.OS(=O)(=O)O. Cell line: OVCAR-8. Synergy scores: CSS=22.5, Synergy_ZIP=1.56, Synergy_Bliss=4.73, Synergy_Loewe=3.26, Synergy_HSA=3.35.